This data is from Full USPTO retrosynthesis dataset with 1.9M reactions from patents (1976-2016). The task is: Predict the reactants needed to synthesize the given product. (1) Given the product [N:8]1([C:1]([CH:16]2[C:29](=[O:30])[C:28]3[C:19](=[C:20]4[C:25](=[CH:26][CH:27]=3)[CH:24]=[CH:23][CH:22]=[N:21]4)[N:18]=[CH:17]2)=[O:2])[CH:12]=[CH:11][N:10]=[CH:9]1, predict the reactants needed to synthesize it. The reactants are: [C:1]([N:8]1[CH:12]=[CH:11][N:10]=[CH:9]1)(N1C=CN=C1)=[O:2].C([CH:16]1[C:29](=[O:30])[C:28]2[C:19](=[C:20]3[C:25](=[CH:26][CH:27]=2)[CH:24]=[CH:23][CH:22]=[N:21]3)[N:18]=[CH:17]1)(O)=O. (2) The reactants are: [Si]([O:8][C:9]1[CH:29]=[CH:28][C:12]([CH2:13][CH2:14][N:15]2[C:20](=[O:21])[CH:19]=[CH:18][C:17]([C:22]3[CH:27]=[CH:26][CH:25]=[CH:24][CH:23]=3)=[N:16]2)=[CH:11][CH:10]=1)(C(C)(C)C)(C)C.C1C=CN=CC=1.F. Given the product [OH:8][C:9]1[CH:10]=[CH:11][C:12]([CH2:13][CH2:14][N:15]2[C:20](=[O:21])[CH:19]=[CH:18][C:17]([C:22]3[CH:23]=[CH:24][CH:25]=[CH:26][CH:27]=3)=[N:16]2)=[CH:28][CH:29]=1, predict the reactants needed to synthesize it. (3) Given the product [BrH:25].[NH2:8][C:9]1[CH:14]=[C:13]([CH:15]([Br:25])[C:16]([C:18]2[CH:23]=[CH:22][CH:21]=[C:20]([CH3:24])[CH:19]=2)=[O:17])[CH:12]=[CH:11][N:10]=1, predict the reactants needed to synthesize it. The reactants are: C(OC([NH:8][C:9]1[CH:14]=[C:13]([CH2:15][C:16]([C:18]2[CH:23]=[CH:22][CH:21]=[C:20]([CH3:24])[CH:19]=2)=[O:17])[CH:12]=[CH:11][N:10]=1)=O)(C)(C)C.[Br:25]Br.